This data is from Reaction yield outcomes from USPTO patents with 853,638 reactions. The task is: Predict the reaction yield, written as a fraction of the theoretical maximum amount of product (1.0 means a 100% yield; for example, 0.34 means a 34% yield). (1) The reactants are [F:1][C:2]([F:44])([F:43])[C:3]1[CH:4]=[C:5]([CH:13]2[O:17][C:16](=[O:18])[N:15]([CH2:19][C:20]3[CH:25]=[C:24]([C:26]([F:29])([F:28])[F:27])[CH:23]=[CH:22][C:21]=3[C:30]3[CH:35]=[C:34]([CH:36]([CH3:38])[CH3:37])[C:33]([F:39])=[CH:32][C:31]=3[O:40]C)[CH:14]2[CH3:42])[CH:6]=[C:7]([C:9]([F:12])([F:11])[F:10])[CH:8]=1.B(Br)(Br)Br. The catalyst is C(Cl)Cl. The product is [F:44][C:2]([F:1])([F:43])[C:3]1[CH:4]=[C:5]([C@H:13]2[O:17][C:16](=[O:18])[N:15]([CH2:19][C:20]3[CH:25]=[C:24]([C:26]([F:28])([F:29])[F:27])[CH:23]=[CH:22][C:21]=3[C:30]3[CH:35]=[C:34]([CH:36]([CH3:38])[CH3:37])[C:33]([F:39])=[CH:32][C:31]=3[OH:40])[C@H:14]2[CH3:42])[CH:6]=[C:7]([C:9]([F:12])([F:11])[F:10])[CH:8]=1. The yield is 0.600. (2) The catalyst is CC(C)=O. The product is [C:1]1([N:7]2[CH2:12][CH2:11][N:10]([C:14]([NH:13][C:16](=[O:17])[O:18][CH2:19][CH3:20])=[S:15])[CH2:9][CH2:8]2)[CH:6]=[CH:5][CH:4]=[CH:3][CH:2]=1. The yield is 0.730. The reactants are [C:1]1([N:7]2[CH2:12][CH2:11][NH:10][CH2:9][CH2:8]2)[CH:6]=[CH:5][CH:4]=[CH:3][CH:2]=1.[N:13]([C:16]([O:18][CH2:19][CH3:20])=[O:17])=[C:14]=[S:15]. (3) The reactants are [C:1]([O:5][C:6]([N:8]1[CH2:13][CH2:12][CH:11]([O:14][C:15]2[CH:24]=[C:23]([OH:25])[CH:22]=[CH:21][C:16]=2[C:17]([O:19][CH3:20])=[O:18])[CH2:10][CH2:9]1)=[O:7])([CH3:4])([CH3:3])[CH3:2].[C:26]1(P(C2C=CC=CC=2)C2C=CC=CC=2)[CH:31]=CC=C[CH:27]=1.C(O)(C)C.N(C(OC(C)C)=O)=NC(OC(C)C)=O. The catalyst is O1CCCC1. The product is [C:1]([O:5][C:6]([N:8]1[CH2:13][CH2:12][CH:11]([O:14][C:15]2[CH:24]=[C:23]([O:25][CH:26]([CH3:31])[CH3:27])[CH:22]=[CH:21][C:16]=2[C:17]([O:19][CH3:20])=[O:18])[CH2:10][CH2:9]1)=[O:7])([CH3:4])([CH3:2])[CH3:3]. The yield is 0.860. (4) The reactants are [N:1]1([C:6]2[CH:11]=[CH:10][C:9]([OH:12])=[CH:8][CH:7]=2)[CH:5]=[CH:4][CH:3]=[CH:2]1.Cl.Cl[CH2:15][CH2:16][N:17]1[CH2:22][CH2:21][CH2:20][CH2:19][CH2:18]1.C([O-])([O-])=O.[K+].[K+]. The catalyst is CN(C=O)C. The product is [N:1]1([C:6]2[CH:11]=[CH:10][C:9]([O:12][CH2:15][CH2:16][N:17]3[CH2:22][CH2:21][CH2:20][CH2:19][CH2:18]3)=[CH:8][CH:7]=2)[CH:2]=[CH:3][CH:4]=[CH:5]1. The yield is 0.400. (5) The reactants are F[C:2]1[CH:9]=[CH:8][C:7]([N+:10]([O-:12])=[O:11])=[CH:6][C:3]=1[C:4]#[N:5].C(=O)([O-])[O-].[K+].[K+].[C:19]([O:23][C:24]([N:26]1[CH2:31][CH2:30][NH:29][CH2:28][CH2:27]1)=[O:25])([CH3:22])([CH3:21])[CH3:20]. The catalyst is C(O)C. The product is [C:19]([O:23][C:24]([N:26]1[CH2:31][CH2:30][N:29]([C:2]2[CH:9]=[CH:8][C:7]([N+:10]([O-:12])=[O:11])=[CH:6][C:3]=2[C:4]#[N:5])[CH2:28][CH2:27]1)=[O:25])([CH3:22])([CH3:20])[CH3:21]. The yield is 0.590. (6) The reactants are [OH:1][C:2]1[CH:3]=[C:4]2[C:9](=[CH:10][CH:11]=1)[CH2:8][CH:7]([N:12]1[C:20](=[O:21])[C:19]3[C:14](=[CH:15][CH:16]=[CH:17][CH:18]=3)[C:13]1=[O:22])[CH2:6][CH2:5]2.[N:23]12[CH2:30][CH2:30][N:23]([CH2:28][CH2:28]1)[CH2:24][CH2:24]2.CN(NC(Cl)=[S:36])C. The catalyst is CN(C=O)C. The product is [O:22]=[C:13]1[C:14]2[C:19](=[CH:18][CH:17]=[CH:16][CH:15]=2)[C:20](=[O:21])[N:12]1[CH:7]1[CH2:6][CH2:5][C:4]2[CH:3]=[C:2]([O:1][C:24](=[S:36])[N:23]([CH3:30])[CH3:28])[CH:11]=[CH:10][C:9]=2[CH2:8]1. The yield is 0.910. (7) The reactants are [CH2:1]([N:3]([CH:18]1[CH2:23][CH2:22][N:21]([CH3:24])[CH2:20][CH2:19]1)[C:4]1[C:5]([CH3:17])=[C:6]([CH:10]=[C:11]([C:13]([F:16])([F:15])[F:14])[CH:12]=1)[C:7](O)=[O:8])[CH3:2].Cl.[NH2:26][CH2:27][C:28]1[C:29](=[O:38])[NH:30][C:31]([CH3:37])=[CH:32][C:33]=1[CH2:34][CH2:35][CH3:36].C1CN([P+](ON2N=NC3C=CC=CC2=3)(N2CCCC2)N2CCCC2)CC1.F[P-](F)(F)(F)(F)F.CCN(C(C)C)C(C)C. The catalyst is CS(C)=O. The product is [CH2:1]([N:3]([CH:18]1[CH2:19][CH2:20][N:21]([CH3:24])[CH2:22][CH2:23]1)[C:4]1[C:5]([CH3:17])=[C:6]([CH:10]=[C:11]([C:13]([F:15])([F:14])[F:16])[CH:12]=1)[C:7]([NH:26][CH2:27][C:28]1[C:29](=[O:38])[NH:30][C:31]([CH3:37])=[CH:32][C:33]=1[CH2:34][CH2:35][CH3:36])=[O:8])[CH3:2]. The yield is 0.220. (8) The reactants are [CH2:1]([NH:8][C:9](=[O:31])[N:10]([C:12]1[CH:13]=[C:14]([C:18]2[CH:23]=[CH:22][C:21]([CH2:24][CH2:25][C:26]([O:28][CH3:29])=[O:27])=[CH:20][C:19]=2[OH:30])[CH:15]=[CH:16][CH:17]=1)[CH3:11])[CH2:2][CH2:3][CH2:4][CH2:5][CH2:6][CH3:7].Br[CH2:33][CH2:34][CH:35]([CH3:37])[CH3:36].C(=O)([O-])[O-].[K+].[K+].[I-].[Na+]. The catalyst is C(C(C)=O)C. The product is [CH2:1]([NH:8][C:9](=[O:31])[N:10]([C:12]1[CH:13]=[C:14]([C:18]2[CH:23]=[CH:22][C:21]([CH2:24][CH2:25][C:26]([O:28][CH3:29])=[O:27])=[CH:20][C:19]=2[O:30][CH2:33][CH2:34][CH:35]([CH3:37])[CH3:36])[CH:15]=[CH:16][CH:17]=1)[CH3:11])[CH2:2][CH2:3][CH2:4][CH2:5][CH2:6][CH3:7]. The yield is 1.00. (9) The reactants are [F:1][C:2]1[CH:8]=[CH:7][CH:6]=[C:5]([F:9])[C:3]=1[NH2:4].[N:10]([O-])=O.[Na+].C([O-])(=O)C.[Na+].[C:19]([CH2:22][C:23](=[O:25])[CH3:24])(=[O:21])[CH3:20]. The catalyst is C(O)(=O)C.Cl.O. The product is [F:1][C:2]1[CH:8]=[CH:7][CH:6]=[C:5]([F:9])[C:3]=1[NH:4][N:10]=[C:22]([C:23](=[O:25])[CH3:24])[C:19](=[O:21])[CH3:20]. The yield is 0.210.